Task: Regression. Given two drug SMILES strings and cell line genomic features, predict the synergy score measuring deviation from expected non-interaction effect.. Dataset: NCI-60 drug combinations with 297,098 pairs across 59 cell lines (1) Drug 1: C1C(C(OC1N2C=C(C(=O)NC2=O)F)CO)O. Drug 2: C1C(C(OC1N2C=NC3=C2NC=NCC3O)CO)O. Cell line: EKVX. Synergy scores: CSS=5.05, Synergy_ZIP=-2.96, Synergy_Bliss=-3.71, Synergy_Loewe=0.591, Synergy_HSA=-3.34. (2) Drug 1: CC1C(C(=O)NC(C(=O)N2CCCC2C(=O)N(CC(=O)N(C(C(=O)O1)C(C)C)C)C)C(C)C)NC(=O)C3=C4C(=C(C=C3)C)OC5=C(C(=O)C(=C(C5=N4)C(=O)NC6C(OC(=O)C(N(C(=O)CN(C(=O)C7CCCN7C(=O)C(NC6=O)C(C)C)C)C)C(C)C)C)N)C. Drug 2: CC1=C(C=C(C=C1)C(=O)NC2=CC(=CC(=C2)C(F)(F)F)N3C=C(N=C3)C)NC4=NC=CC(=N4)C5=CN=CC=C5. Cell line: NCI-H460. Synergy scores: CSS=4.17, Synergy_ZIP=8.96, Synergy_Bliss=8.95, Synergy_Loewe=7.02, Synergy_HSA=7.01.